Task: Regression. Given a peptide amino acid sequence and an MHC pseudo amino acid sequence, predict their binding affinity value. This is MHC class II binding data.. Dataset: Peptide-MHC class II binding affinity with 134,281 pairs from IEDB (1) The peptide sequence is ETALKKAITAMSE. The MHC is DRB1_1101 with pseudo-sequence DRB1_1101. The binding affinity (normalized) is 0.380. (2) The MHC is DRB1_0405 with pseudo-sequence DRB1_0405. The binding affinity (normalized) is 0.416. The peptide sequence is IHKASTVLAFPAGVC. (3) The MHC is DRB1_0404 with pseudo-sequence DRB1_0404. The binding affinity (normalized) is 0.128. The peptide sequence is TRRKLLLIFDALILL.